This data is from Catalyst prediction with 721,799 reactions and 888 catalyst types from USPTO. The task is: Predict which catalyst facilitates the given reaction. (1) Reactant: [N+:1]([C:4]1[CH:9]=[CH:8][C:7]([O:10][CH2:11][CH2:12][CH2:13][CH2:14][CH3:15])=[C:6]([C:16]([F:19])([F:18])[F:17])[CH:5]=1)([O-])=O.[H][H]. Product: [CH2:11]([O:10][C:7]1[CH:8]=[CH:9][C:4]([NH2:1])=[CH:5][C:6]=1[C:16]([F:17])([F:18])[F:19])[CH2:12][CH2:13][CH2:14][CH3:15]. The catalyst class is: 63. (2) Reactant: [CH2:1]([Li])CCC.C(NC(C)C)(C)C.[CH:13]1([CH2:16][C:17]([O:19]C)=O)[CH2:15][CH2:14]1.C(OCC)=O.Cl.[F:27][C:28]1[CH:29]=[CH:30][C:31]2[N:32]([C:34]([C:37](=[NH:39])[NH2:38])=[CH:35][N:36]=2)[CH:33]=1. Product: [CH:13]1([C:16]2[C:17]([OH:19])=[N:39][C:37]([C:34]3[N:32]4[CH:33]=[C:28]([F:27])[CH:29]=[CH:30][C:31]4=[N:36][CH:35]=3)=[N:38][CH:1]=2)[CH2:14][CH2:15]1. The catalyst class is: 7. (3) Reactant: CCN(C(C)C)C(C)C.Cl.Cl.Cl.[N:13]1([CH2:19][CH2:20][O:21][C:22]2[CH:27]=[CH:26][C:25]([CH:28]3[CH2:33][CH2:32][N:31]([C:34]4[CH:35]=[CH:36][C:37]5[N:38]([C:40]([C:43]([F:46])([F:45])[F:44])=[N:41][N:42]=5)[N:39]=4)[CH2:30][CH2:29]3)=[CH:24][CH:23]=2)[CH2:18][CH2:17][NH:16][CH2:15][CH2:14]1.[OH:47][CH2:48][C:49](O)=[O:50].CN(C(ON1N=NC2C=CC=NC1=2)=[N+](C)C)C.F[P-](F)(F)(F)(F)F. Product: [O:47]=[C:48]([N:16]1[CH2:15][CH2:14][N:13]([CH2:19][CH2:20][O:21][C:22]2[CH:23]=[CH:24][C:25]([CH:28]3[CH2:33][CH2:32][N:31]([C:34]4[CH:35]=[CH:36][C:37]5[N:38]([C:40]([C:43]([F:45])([F:46])[F:44])=[N:41][N:42]=5)[N:39]=4)[CH2:30][CH2:29]3)=[CH:26][CH:27]=2)[CH2:18][CH2:17]1)[CH2:49][OH:50]. The catalyst class is: 3. (4) The catalyst class is: 28. Product: [Cl:1][C:2]1[CH:51]=[C:50]([Cl:52])[CH:49]=[CH:48][C:3]=1[O:4][C:5]1[CH:46]=[CH:45][C:44]([Cl:47])=[CH:43][C:6]=1[O:7][CH2:8][C:9]1[CH2:10][S:11][C@@H:12]2[CH:32]([NH:33][C:34](=[O:41])[CH2:35][N:36]3[CH:40]=[N:39][N:38]=[N:37]3)[C:31](=[O:42])[N:13]2[C:14]=1[C:15]([OH:17])=[O:16]. Reactant: [Cl:1][C:2]1[CH:51]=[C:50]([Cl:52])[CH:49]=[CH:48][C:3]=1[O:4][C:5]1[CH:46]=[CH:45][C:44]([Cl:47])=[CH:43][C:6]=1[O:7][CH2:8][C:9]1[CH2:10][S:11][C@@H:12]2[CH:32]([NH:33][C:34](=[O:41])[CH2:35][N:36]3[CH:40]=[N:39][N:38]=[N:37]3)[C:31](=[O:42])[N:13]2[C:14]=1[C:15]([O:17]C(C1C=CC=CC=1)C1C=CC=CC=1)=[O:16].C1(OC)C=CC=CC=1.FC(F)(F)C(O)=O. (5) Reactant: [CH:1]1([NH:6][CH2:7][CH2:8][C:9]([O:11][CH3:12])=[O:10])[CH2:5][CH2:4][CH2:3][CH2:2]1.[C:13](=O)([O-])[O-].[K+].[K+].Cl[C:20]1[N:25]=[C:24](Cl)[C:23]([N+:27]([O-:29])=[O:28])=[CH:22][N:21]=1. Product: [CH:1]1([N:6]([CH2:7][CH2:8][C:9]([O:11][CH3:12])=[O:10])[C:22]2[C:23]([N+:27]([O-:29])=[O:28])=[CH:24][N:25]=[C:20]([CH3:13])[N:21]=2)[CH2:2][CH2:3][CH2:4][CH2:5]1. The catalyst class is: 21. (6) Product: [F:51][C:48]1[CH:47]=[CH:46][C:45]([CH2:44][O:43][C:41]([N:38]2[CH2:37][CH2:36][CH:35]([NH:34][C:33]3[CH:52]=[CH:53][C:30]([CH2:29][CH2:28][NH:27][CH2:26][C@H:25]([OH:54])[CH2:24][O:23][C:22]4[CH:21]=[CH:20][C:19]([OH:18])=[CH:56][CH:55]=4)=[CH:31][CH:32]=3)[CH2:40][CH2:39]2)=[O:42])=[CH:50][CH:49]=1. Reactant: [Si]([O:18][C:19]1[CH:56]=[CH:55][C:22]([O:23][CH2:24][C@@H:25]([OH:54])[CH2:26][NH:27][CH2:28][CH2:29][C:30]2[CH:53]=[CH:52][C:33]([NH:34][CH:35]3[CH2:40][CH2:39][N:38]([C:41]([O:43][CH2:44][C:45]4[CH:50]=[CH:49][C:48]([F:51])=[CH:47][CH:46]=4)=[O:42])[CH2:37][CH2:36]3)=[CH:32][CH:31]=2)=[CH:21][CH:20]=1)(C(C)(C)C)(C1C=CC=CC=1)C1C=CC=CC=1. The catalyst class is: 147. (7) Reactant: [NH2:1][C:2]1[CH:7]=[CH:6][C:5]([Br:8])=[CH:4][C:3]=1[C:9](=O)[CH3:10].Cl.C([O:15][C:16](=O)[CH2:17][NH2:18])C. Product: [Br:8][C:5]1[CH:6]=[CH:7][C:2]2[NH:1][C:16](=[O:15])[CH2:17][N:18]=[C:9]([CH3:10])[C:3]=2[CH:4]=1. The catalyst class is: 17.